Dataset: Forward reaction prediction with 1.9M reactions from USPTO patents (1976-2016). Task: Predict the product of the given reaction. (1) Given the reactants FC1C=CC(C[O:7][C:8]2[CH:17]=[C:16]3[C:11]([CH:12]=[C:13](C(OCC)=O)[CH:14]=[N:15]3)=[N:10][CH:9]=2)=CC=1.O[C:26]1C=C2C(C=C(C(OCC)=O)C=N2)=NC=1.C([O-])([O-])=O.[Cs+].[Cs+].[F:47][C:48]1[CH:55]=[CH:54][C:51]([CH2:52]Cl)=[CH:50][CH:49]=1.CCO[C:59]([CH3:61])=[O:60], predict the reaction product. The product is: [F:47][C:48]1[CH:55]=[CH:54][C:51]([CH2:52][O:7][C:8]2[CH:17]=[C:16]3[C:11]([CH:12]=[C:13]([C:59]([OH:60])([CH3:61])[CH3:26])[CH:14]=[N:15]3)=[N:10][CH:9]=2)=[CH:50][CH:49]=1. (2) Given the reactants [Cl:1][C:2]1[CH:3]=[C:4]([C:9]2[O:13][N:12]=[C:11]([C:14]3[CH:19]=[CH:18][C:17]([CH2:20][CH2:21][C:22]([O:24][C:25]([CH3:28])([CH3:27])[CH3:26])=[O:23])=[CH:16][C:15]=3[CH3:29])[N:10]=2)[CH:5]=[N:6][C:7]=1Cl.[CH3:30][CH:31]([NH2:33])[CH3:32], predict the reaction product. The product is: [Cl:1][C:2]1[CH:3]=[C:4]([C:9]2[O:13][N:12]=[C:11]([C:14]3[CH:19]=[CH:18][C:17]([CH2:20][CH2:21][C:22]([O:24][C:25]([CH3:26])([CH3:27])[CH3:28])=[O:23])=[CH:16][C:15]=3[CH3:29])[N:10]=2)[CH:5]=[N:6][C:7]=1[NH:33][CH:31]([CH3:32])[CH3:30]. (3) Given the reactants [CH3:1][C@@:2]12[C:10](=[O:11])[CH2:9][CH2:8][C@H:7]1[C@@H:6]1[CH2:12][CH:13]=[C:14]3[CH2:19][C@@H:18]([O:20]S(O)(=O)=O)[CH2:17][CH2:16][C@:15]3([CH3:25])[C@H:5]1[CH2:4][CH2:3]2.CC(C1C2(C)CCC3C4(C)CCC(OS(O)(=O)=O)CC4=CCC3C2CC1)=O.S(O)(O)(=O)=O.O[C@@H]1CC[C@@]2(C)[C@H](CC[C@@H]3[C@@H]2CC[C@@]2(C)[C@H]3CC[C@@H]2C(=O)C)C1, predict the reaction product. The product is: [CH3:1][C@@:2]12[CH2:3][CH2:4][C@@H:5]3[C@H:6]([CH2:12][CH2:13][C:14]4[C@@:15]3([CH3:25])[CH2:16][CH2:17][C:18](=[O:20])[CH:19]=4)[C@H:7]1[CH2:8][CH2:9][C:10]2=[O:11]. (4) Given the reactants [Na+].[I-].[C:3]([C:5]1[CH:12]=[CH:11][CH:10]=[CH:9][C:6]=1[CH2:7]Br)#[N:4].C1(C)C=CC=CC=1P(C1C=CC=CC=1C)C1C=CC=CC=1C.[CH2:35]([O:42][C:43]1[CH:48]=[C:47](I)[CH:46]=[CH:45][C:44]=1[N:50]1[S:54](=[O:56])(=[O:55])[N:53]([CH2:57][CH2:58][Si:59]([CH3:62])([CH3:61])[CH3:60])[C:52](=[O:63])[CH2:51]1)[C:36]1[CH:41]=[CH:40][CH:39]=[CH:38][CH:37]=1, predict the reaction product. The product is: [CH2:35]([O:42][C:43]1[CH:48]=[C:47]([CH:46]=[CH:45][C:44]=1[N:50]1[CH2:51][C:52](=[O:63])[N:53]([CH2:57][CH2:58][Si:59]([CH3:60])([CH3:61])[CH3:62])[S:54]1(=[O:55])=[O:56])[CH2:7][C:6]1[CH:9]=[CH:10][CH:11]=[CH:12][C:5]=1[C:3]#[N:4])[C:36]1[CH:41]=[CH:40][CH:39]=[CH:38][CH:37]=1. (5) Given the reactants [CH2:1]([C:4]1([CH3:29])[C:9]2[N:10]([CH2:18][C:19]([C:21]3[CH:26]=[CH:25][C:24]([F:27])=[CH:23][CH:22]=3)=[CH2:20])[C:11]3[CH:12]=[CH:13][C:14]([CH3:17])=[CH:15][C:16]=3[C:8]=2[CH2:7][N:6]([CH3:28])[CH2:5]1)C=C, predict the reaction product. The product is: [F:27][C:24]1[CH:25]=[CH:26][C:21]([CH:19]2[CH2:20][CH2:1][C:4]3([CH3:29])[CH2:5][N:6]([CH3:28])[CH2:7][C:8]4[C:16]5[CH:15]=[C:14]([CH3:17])[CH:13]=[CH:12][C:11]=5[N:10]([C:9]=43)[CH2:18]2)=[CH:22][CH:23]=1. (6) Given the reactants [Cl:1][C:2]1[CH:17]=[CH:16][C:5]([C:6]([O:8]CC2C=CC=CC=2)=[O:7])=[C:4]([N:18]2[CH2:23][CH2:22][CH:21]([CH2:24][O:25][C:26]3[CH:31]=[CH:30][CH:29]=[C:28]([CH:32]([CH:39]4[CH2:41][CH2:40]4)[CH2:33][C:34]([O:36][CH2:37][CH3:38])=[O:35])[CH:27]=3)[CH2:20][CH2:19]2)[N:3]=1, predict the reaction product. The product is: [Cl:1][C:2]1[CH:17]=[CH:16][C:5]([C:6]([OH:8])=[O:7])=[C:4]([N:18]2[CH2:23][CH2:22][CH:21]([CH2:24][O:25][C:26]3[CH:31]=[CH:30][CH:29]=[C:28]([CH:32]([CH:39]4[CH2:41][CH2:40]4)[CH2:33][C:34]([O:36][CH2:37][CH3:38])=[O:35])[CH:27]=3)[CH2:20][CH2:19]2)[N:3]=1. (7) Given the reactants [CH3:1][O:2][C:3]1[CH:22]=[CH:21][C:6]([CH2:7][C@@H:8]2[C:12]3=[N:13][C:14]4[CH:19]=[CH:18][CH:17]=[CH:16][C:15]=4[N:11]3[C:10](=[O:20])[NH:9]2)=[CH:5][CH:4]=1.[Cl:23][C:24]1[CH:29]=[CH:28][C:27]([C:30]2([NH2:33])[CH2:32][CH2:31]2)=[CH:26][CH:25]=1.C(O)(C(F)(F)F)=O, predict the reaction product. The product is: [NH:13]1[C:14]2[CH:19]=[CH:18][CH:17]=[CH:16][C:15]=2[N:11]=[C:12]1[C@H:8]([NH:9][C:10]([NH:33][C:30]1([C:27]2[CH:28]=[CH:29][C:24]([Cl:23])=[CH:25][CH:26]=2)[CH2:32][CH2:31]1)=[O:20])[CH2:7][C:6]1[CH:5]=[CH:4][C:3]([O:2][CH3:1])=[CH:22][CH:21]=1. (8) The product is: [O:4]1[C:5]2([CH2:6][CH2:7][CH:8]([C:11]3[C:19]4[C:14](=[CH:15][CH:16]=[CH:17][CH:18]=4)[NH:13][CH:12]=3)[CH2:9][CH2:10]2)[O:1][CH2:2][CH2:3]1. Given the reactants [O:1]1[C:5]2([CH2:10][CH2:9][C:8]([C:11]3[C:19]4[C:14](=[CH:15][CH:16]=[CH:17][CH:18]=4)[NH:13][CH:12]=3)=[CH:7][CH2:6]2)[O:4][CH2:3][CH2:2]1.[H][H], predict the reaction product.